From a dataset of Peptide-MHC class II binding affinity with 134,281 pairs from IEDB. Regression. Given a peptide amino acid sequence and an MHC pseudo amino acid sequence, predict their binding affinity value. This is MHC class II binding data. The peptide sequence is CDDALIEGITLLNAK. The MHC is HLA-DQA10104-DQB10503 with pseudo-sequence HLA-DQA10104-DQB10503. The binding affinity (normalized) is 0.200.